From a dataset of Catalyst prediction with 721,799 reactions and 888 catalyst types from USPTO. Predict which catalyst facilitates the given reaction. Reactant: [CH2:1]([Sn:5]([CH2:17][CH2:18][CH2:19][CH3:20])([CH2:13][CH2:14][CH2:15][CH3:16])[C:6]1[C-:7]([CH:11]=[O:12])[CH:8]=[CH:9][CH:10]=1)[CH2:2][CH2:3][CH3:4].[CH-:21]1[CH:25]=[CH:24][CH:23]=[CH:22]1.[Fe+2:26].[CH2:27]1C[O:30][CH2:29][CH2:28]1.[BH4-].[Na+].O. Product: [CH2:17]([Sn:5]([CH2:1][CH2:2][CH2:3][CH3:4])([CH2:13][CH2:14][CH2:15][CH3:16])[C:6]1[C-:7]([CH2:11][O:12][CH2:27][CH2:28][CH2:29][OH:30])[CH:8]=[CH:9][CH:10]=1)[CH2:18][CH2:19][CH3:20].[CH-:21]1[CH:25]=[CH:24][CH:23]=[CH:22]1.[Fe+2:26]. The catalyst class is: 351.